This data is from Forward reaction prediction with 1.9M reactions from USPTO patents (1976-2016). The task is: Predict the product of the given reaction. (1) Given the reactants [F:1][C:2]1[CH:7]=[CH:6][C:5]([CH:8]([OH:29])[CH2:9][CH2:10][N:11]2[CH2:16][CH2:15][CH:14]([C:17]3[CH:18]=[C:19]([NH:23][C:24](=[O:28])[CH:25]([CH3:27])[CH3:26])[CH:20]=[CH:21][CH:22]=3)[CH2:13][CH2:12]2)=[CH:4][CH:3]=1.[CH3:30][O:31][C:32]1[CH:37]=[CH:36][C:35](O)=[CH:34][CH:33]=1, predict the reaction product. The product is: [F:1][C:2]1[CH:3]=[CH:4][C:5]([CH:8]([O:29][C:35]2[CH:36]=[CH:37][C:32]([O:31][CH3:30])=[CH:33][CH:34]=2)[CH2:9][CH2:10][N:11]2[CH2:16][CH2:15][CH:14]([C:17]3[CH:18]=[C:19]([NH:23][C:24](=[O:28])[CH:25]([CH3:26])[CH3:27])[CH:20]=[CH:21][CH:22]=3)[CH2:13][CH2:12]2)=[CH:6][CH:7]=1. (2) Given the reactants [Br:1][C:2]1[CH:17]=[CH:16][C:5]([CH2:6][CH:7]([C:12](=O)[CH2:13][CH3:14])[C:8](=O)[CH2:9][CH3:10])=[CH:4][CH:3]=1.[NH2:18][NH2:19], predict the reaction product. The product is: [Br:1][C:2]1[CH:17]=[CH:16][C:5]([CH2:6][C:7]2[C:12]([CH2:13][CH3:14])=[N:18][NH:19][C:8]=2[CH2:9][CH3:10])=[CH:4][CH:3]=1. (3) Given the reactants [Cl:1][C:2]1[CH:10]=[C:9]([C:11]#[C:12][CH2:13][CH2:14][O:15][CH3:16])[C:5]2[O:6][CH2:7][O:8][C:4]=2[C:3]=1[NH:17][C:18]1[C:27]2[C:22](=[CH:23][C:24]([O:30][CH2:31][CH2:32][CH2:33]Cl)=[C:25]([O:28][CH3:29])[CH:26]=2)[N:21]=[CH:20][N:19]=1.[CH3:35][N:36]1[CH2:41][CH2:40][NH:39][CH2:38][CH2:37]1, predict the reaction product. The product is: [Cl:1][C:2]1[CH:10]=[C:9]([C:11]#[C:12][CH2:13][CH2:14][O:15][CH3:16])[C:5]2[O:6][CH2:7][O:8][C:4]=2[C:3]=1[NH:17][C:18]1[C:27]2[C:22](=[CH:23][C:24]([O:30][CH2:31][CH2:32][CH2:33][N:39]3[CH2:40][CH2:41][N:36]([CH3:35])[CH2:37][CH2:38]3)=[C:25]([O:28][CH3:29])[CH:26]=2)[N:21]=[CH:20][N:19]=1. (4) Given the reactants [CH2:1]([O:3][C:4]([C:6]1[C:7]([OH:28])=[C:8]2[C:16](Br)=[C:15](Br)[N:14]([CH2:19][C:20]3[CH:25]=[CH:24][C:23]([O:26][CH3:27])=[CH:22][CH:21]=3)[C:9]2=[C:10]([C:12]#[N:13])[N:11]=1)=[O:5])[CH3:2].C([O-])=O.[NH4+], predict the reaction product. The product is: [CH2:1]([O:3][C:4]([C:6]1[C:7]([OH:28])=[C:8]2[CH:16]=[CH:15][N:14]([CH2:19][C:20]3[CH:21]=[CH:22][C:23]([O:26][CH3:27])=[CH:24][CH:25]=3)[C:9]2=[C:10]([C:12]#[N:13])[N:11]=1)=[O:5])[CH3:2]. (5) Given the reactants [Br:1][C:2]1[CH:3]=[C:4]([N+:10]([O-])=O)[C:5](F)=[C:6]([F:8])[CH:7]=1.[CH2:13]([NH:17][CH:18]1[CH2:23][CH2:22][CH2:21][CH2:20][CH2:19]1)[CH:14]([CH3:16])[CH3:15], predict the reaction product. The product is: [Br:1][C:2]1[CH:3]=[C:4]([NH2:10])[C:5]([N:17]([CH:18]2[CH2:23][CH2:22][CH2:21][CH2:20][CH2:19]2)[CH2:13][CH:14]([CH3:16])[CH3:15])=[C:6]([F:8])[CH:7]=1. (6) Given the reactants [CH:1]1([C:4]([NH:6][C:7]2[N:8]=[C:9]3[CH:14]=[CH:13][C:12]([O:15][C:16]4[CH:21]=[CH:20][C:19]([NH:22][C:23]([C:25]5[C:26](=[O:39])[N:27]([C:32]6[CH:37]=[CH:36][C:35]([F:38])=[CH:34][CH:33]=6)[C:28]([CH3:31])=[CH:29][CH:30]=5)=[O:24])=[C:18]([F:40])[CH:17]=4)=[CH:11][N:10]3[CH:41]=2)=[O:5])[CH2:3][CH2:2]1.O.[C:43]1([CH3:53])[CH:48]=[CH:47][C:46]([S:49]([OH:52])(=[O:51])=[O:50])=[CH:45][CH:44]=1, predict the reaction product. The product is: [C:43]1([CH3:53])[CH:44]=[CH:45][C:46]([S:49]([OH:52])(=[O:50])=[O:51])=[CH:47][CH:48]=1.[CH:1]1([C:4]([NH:6][C:7]2[N:8]=[C:9]3[CH:14]=[CH:13][C:12]([O:15][C:16]4[CH:21]=[CH:20][C:19]([NH:22][C:23]([C:25]5[C:26](=[O:39])[N:27]([C:32]6[CH:37]=[CH:36][C:35]([F:38])=[CH:34][CH:33]=6)[C:28]([CH3:31])=[CH:29][CH:30]=5)=[O:24])=[C:18]([F:40])[CH:17]=4)=[CH:11][N:10]3[CH:41]=2)=[O:5])[CH2:3][CH2:2]1. (7) Given the reactants B(Br)(Br)Br.C[O:6][C:7]1[CH:8]=[C:9]2[C:14](=[CH:15][CH:16]=1)[CH:13]=[C:12]([CH:17]([CH3:26])[CH2:18][NH:19][S:20]([CH:23]([CH3:25])[CH3:24])(=[O:22])=[O:21])[CH:11]=[CH:10]2, predict the reaction product. The product is: [OH:6][C:7]1[CH:8]=[C:9]2[C:14](=[CH:15][CH:16]=1)[CH:13]=[C:12]([CH:17]([CH3:26])[CH2:18][NH:19][S:20]([CH:23]([CH3:25])[CH3:24])(=[O:22])=[O:21])[CH:11]=[CH:10]2.